This data is from Peptide-MHC class II binding affinity with 134,281 pairs from IEDB. The task is: Regression. Given a peptide amino acid sequence and an MHC pseudo amino acid sequence, predict their binding affinity value. This is MHC class II binding data. (1) The peptide sequence is AARFVRRDGRRGGGR. The MHC is HLA-DQA10501-DQB10301 with pseudo-sequence HLA-DQA10501-DQB10301. The binding affinity (normalized) is 0.253. (2) The peptide sequence is YDRFLANVSTVLTGK. The MHC is DRB1_0101 with pseudo-sequence DRB1_0101. The binding affinity (normalized) is 0.933. (3) The peptide sequence is MSGPMQQLTQPLQQL. The MHC is DRB1_0101 with pseudo-sequence DRB1_0101. The binding affinity (normalized) is 0.369. (4) The peptide sequence is DKYNKQLMVSSCVTS. The MHC is DRB1_0301 with pseudo-sequence DRB1_0301. The binding affinity (normalized) is 0.0734. (5) The peptide sequence is AFMLAWNYGVPRVMS. The MHC is DRB1_1602 with pseudo-sequence DRB1_1602. The binding affinity (normalized) is 0.795. (6) The peptide sequence is DLAKYKANWIEIMRI. The MHC is DRB3_0202 with pseudo-sequence DRB3_0202. The binding affinity (normalized) is 0.780. (7) The peptide sequence is VKYTVFETALKKAIT. The MHC is HLA-DPA10301-DPB10402 with pseudo-sequence HLA-DPA10301-DPB10402. The binding affinity (normalized) is 0.561. (8) The peptide sequence is APSVVPNTTLGMHCG. The MHC is DRB1_1501 with pseudo-sequence DRB1_1501. The binding affinity (normalized) is 0.0331. (9) The peptide sequence is DPHLPTLLLGSSGSGGDDDDPHGPVQLSYYD. The MHC is DRB1_0101 with pseudo-sequence DRB1_0101. The binding affinity (normalized) is 0. (10) The peptide sequence is KKFGKGSIVACAKFTCA. The MHC is DRB4_0103 with pseudo-sequence DRB4_0103. The binding affinity (normalized) is 0.381.